This data is from Full USPTO retrosynthesis dataset with 1.9M reactions from patents (1976-2016). The task is: Predict the reactants needed to synthesize the given product. (1) The reactants are: Cl[C:2]1[CH:7]=[C:6]([CH:8]([S:17][C:18]2[CH:23]=[CH:22][C:21]([Cl:24])=[CH:20][CH:19]=2)[C:9]2[CH:14]=[C:13]([F:15])[CH:12]=[CH:11][C:10]=2[F:16])[C:5]([Cl:25])=[CH:4][N:3]=1.[CH3:26][NH:27][CH2:28][CH2:29][NH:30][CH3:31].C(N(CC)CC)C.[C:47](O[C:47]([O:49][C:50]([CH3:53])([CH3:52])[CH3:51])=[O:48])([O:49][C:50]([CH3:53])([CH3:52])[CH3:51])=[O:48]. Given the product [Cl:25][C:5]1[C:6]([CH:8]([S:17][C:18]2[CH:23]=[CH:22][C:21]([Cl:24])=[CH:20][CH:19]=2)[C:9]2[CH:14]=[C:13]([F:15])[CH:12]=[CH:11][C:10]=2[F:16])=[CH:7][C:2]([N:27]([CH2:28][CH2:29][N:30]([CH3:31])[C:47](=[O:48])[O:49][C:50]([CH3:51])([CH3:52])[CH3:53])[CH3:26])=[N:3][CH:4]=1, predict the reactants needed to synthesize it. (2) The reactants are: [C:1]([C:3]1[CH:8]=[CH:7][C:6]([O:9][C:10]2[CH:15]=[CH:14][C:13]([NH:16][C:17](=[O:22])[C:18]([CH3:21])([CH3:20])[NH2:19])=[CH:12][CH:11]=2)=[CH:5][C:4]=1[O:23][CH3:24])#[N:2].C(N(CC)CC)C.[C:32](=O)(OC(Cl)(Cl)Cl)[O:33]C(Cl)(Cl)Cl. Given the product [CH3:21][C:18]1([CH3:20])[C:17](=[O:22])[N:16]([C:13]2[CH:12]=[CH:11][C:10]([O:9][C:6]3[CH:7]=[CH:8][C:3]([C:1]#[N:2])=[C:4]([O:23][CH3:24])[CH:5]=3)=[CH:15][CH:14]=2)[C:32](=[O:33])[NH:19]1, predict the reactants needed to synthesize it.